Task: Regression/Classification. Given a drug SMILES string, predict its absorption, distribution, metabolism, or excretion properties. Task type varies by dataset: regression for continuous measurements (e.g., permeability, clearance, half-life) or binary classification for categorical outcomes (e.g., BBB penetration, CYP inhibition). Dataset: cyp2c9_veith.. Dataset: CYP2C9 inhibition data for predicting drug metabolism from PubChem BioAssay The drug is C[C@](N)(CCP(=O)(O)O)C(=O)O. The result is 0 (non-inhibitor).